Dataset: Reaction yield outcomes from USPTO patents with 853,638 reactions. Task: Predict the reaction yield, written as a fraction of the theoretical maximum amount of product (1.0 means a 100% yield; for example, 0.34 means a 34% yield). (1) The reactants are C(=O)([O-])[O-].[K+].[K+].[CH2:7](Br)[C:8]#[CH:9].[C:11]([O:15][C:16]([N:18]1[CH2:23][CH2:22][NH:21][CH2:20][CH2:19]1)=[O:17])([CH3:14])([CH3:13])[CH3:12]. The catalyst is CC(C)=O. The product is [C:11]([O:15][C:16]([N:18]1[CH2:23][CH2:22][N:21]([CH2:9][C:8]#[CH:7])[CH2:20][CH2:19]1)=[O:17])([CH3:14])([CH3:12])[CH3:13]. The yield is 0.800. (2) The catalyst is C1COCC1. The reactants are CC(C)([O-])C.[K+].[C:7]1([CH2:13][SH:14])[CH:12]=[CH:11][CH:10]=[CH:9][CH:8]=1.F[C:16]1[CH:23]=[CH:22][CH:21]=[C:20]([I:24])[C:17]=1[C:18]#[N:19].[Cl-].[NH4+]. The product is [CH2:13]([S:14][C:16]1[CH:23]=[CH:22][CH:21]=[C:20]([I:24])[C:17]=1[C:18]#[N:19])[C:7]1[CH:12]=[CH:11][CH:10]=[CH:9][CH:8]=1. The yield is 0.530. (3) The yield is 0.530. The product is [Cl:1][C:2]1[CH:3]=[C:4]2[C:8](=[CH:9][CH:10]=1)[NH:7][CH:6]=[C:5]2[CH2:11][CH2:12][NH:13][C:14](=[O:23])[C:15]1[CH:20]=[CH:19][CH:18]=[C:17]([CH2:21][C:30]2[CH:29]=[CH:28][CH:27]=[C:26]([O:25][CH3:24])[CH:31]=2)[CH:16]=1. The catalyst is C(COC)OC.O.C1C=CC([P]([Pd]([P](C2C=CC=CC=2)(C2C=CC=CC=2)C2C=CC=CC=2)([P](C2C=CC=CC=2)(C2C=CC=CC=2)C2C=CC=CC=2)[P](C2C=CC=CC=2)(C2C=CC=CC=2)C2C=CC=CC=2)(C2C=CC=CC=2)C2C=CC=CC=2)=CC=1. The reactants are [Cl:1][C:2]1[CH:3]=[C:4]2[C:8](=[CH:9][CH:10]=1)[NH:7][CH:6]=[C:5]2[CH2:11][CH2:12][NH:13][C:14](=[O:23])[C:15]1[CH:20]=[CH:19][CH:18]=[C:17]([CH2:21]Cl)[CH:16]=1.[CH3:24][O:25][C:26]1[CH:27]=[C:28](B(O)O)[CH:29]=[CH:30][CH:31]=1.C(=O)([O-])[O-].[Na+].[Na+].[I-].[Na+]. (4) The reactants are [CH2:1]([O:17][CH2:18][CH:19]([CH2:21][OH:22])[OH:20])[CH2:2][CH2:3][CH2:4][CH2:5][CH2:6][CH2:7][CH2:8][CH2:9][CH2:10][CH2:11][CH2:12][CH2:13][CH2:14][CH2:15][CH3:16].N1C=CN=C1.[Si:28](Cl)([C:31]([CH3:34])([CH3:33])[CH3:32])([CH3:30])[CH3:29].OS(O)(=O)=O. The catalyst is N1C=CC=CC=1. The product is [Si:28]([O:22][CH2:21][CH:19]([CH2:18][O:17][CH2:1][CH2:2][CH2:3][CH2:4][CH2:5][CH2:6][CH2:7][CH2:8][CH2:9][CH2:10][CH2:11][CH2:12][CH2:13][CH2:14][CH2:15][CH3:16])[OH:20])([C:31]([CH3:34])([CH3:33])[CH3:32])([CH3:30])[CH3:29]. The yield is 1.00.